From a dataset of Peptide-MHC class II binding affinity with 134,281 pairs from IEDB. Regression. Given a peptide amino acid sequence and an MHC pseudo amino acid sequence, predict their binding affinity value. This is MHC class II binding data. The peptide sequence is QNEPTAAAIAYGLDR. The MHC is HLA-DQA10501-DQB10301 with pseudo-sequence HLA-DQA10501-DQB10301. The binding affinity (normalized) is 0.693.